From a dataset of Forward reaction prediction with 1.9M reactions from USPTO patents (1976-2016). Predict the product of the given reaction. Given the reactants ClC(Cl)(Cl)COC(=O)[N:6]([CH:17]1[CH2:22][CH2:21][N:20]([C:23](=[O:51])[C@@H:24]([NH:29][C:30](=[O:50])[C@H:31]([CH2:44][CH:45]2[CH2:49][CH2:48][CH2:47][CH2:46]2)[CH2:32][N:33]([O:36][CH2:37][C:38]2[CH:43]=[CH:42][CH:41]=[CH:40][CH:39]=2)[CH:34]=[O:35])[C:25]([CH3:28])([CH3:27])[CH3:26])[CH2:19][CH2:18]1)[CH2:7][C:8]1[O:9][CH:10]=[C:11]([O:15][CH3:16])[C:12](=[O:14])[CH:13]=1, predict the reaction product. The product is: [CH2:37]([O:36][N:33]([CH:34]=[O:35])[CH2:32][C@@H:31]([CH2:44][CH:45]1[CH2:46][CH2:47][CH2:48][CH2:49]1)[C:30]([NH:29][C@H:24]([C:23]([N:20]1[CH2:21][CH2:22][CH:17]([NH:6][CH2:7][C:8]2[O:9][CH:10]=[C:11]([O:15][CH3:16])[C:12](=[O:14])[CH:13]=2)[CH2:18][CH2:19]1)=[O:51])[C:25]([CH3:28])([CH3:27])[CH3:26])=[O:50])[C:38]1[CH:43]=[CH:42][CH:41]=[CH:40][CH:39]=1.